From a dataset of Peptide-MHC class I binding affinity with 185,985 pairs from IEDB/IMGT. Regression. Given a peptide amino acid sequence and an MHC pseudo amino acid sequence, predict their binding affinity value. This is MHC class I binding data. (1) The peptide sequence is QTVEMSPFY. The MHC is HLA-A11:01 with pseudo-sequence HLA-A11:01. The binding affinity (normalized) is 0.554. (2) The peptide sequence is GIFSNPHPV. The MHC is HLA-A02:01 with pseudo-sequence HLA-A02:01. The binding affinity (normalized) is 0.694. (3) The peptide sequence is RRFDTFKAF. The MHC is HLA-B57:01 with pseudo-sequence HLA-B57:01. The binding affinity (normalized) is 0.0847. (4) The peptide sequence is STAAVTMSMK. The MHC is HLA-A31:01 with pseudo-sequence HLA-A31:01. The binding affinity (normalized) is 0.242. (5) The peptide sequence is DHNNSLSDW. The binding affinity (normalized) is 0.425. The MHC is Mamu-B17 with pseudo-sequence Mamu-B17. (6) The peptide sequence is NRDVSFQDL. The MHC is HLA-A68:02 with pseudo-sequence HLA-A68:02. The binding affinity (normalized) is 0.0847. (7) The peptide sequence is QTFSVLACY. The MHC is HLA-A01:01 with pseudo-sequence HLA-A01:01. The binding affinity (normalized) is 0.359. (8) The peptide sequence is ETATSLAHV. The MHC is HLA-A26:01 with pseudo-sequence HLA-A26:01. The binding affinity (normalized) is 0.851. (9) The peptide sequence is IIKSDHEFVK. The MHC is HLA-A03:01 with pseudo-sequence HLA-A03:01. The binding affinity (normalized) is 0.227. (10) The peptide sequence is LSLLPDWFA. The MHC is H-2-Kb with pseudo-sequence H-2-Kb. The binding affinity (normalized) is 0.